Dataset: Full USPTO retrosynthesis dataset with 1.9M reactions from patents (1976-2016). Task: Predict the reactants needed to synthesize the given product. (1) Given the product [CH2:1]([O:3][C:4](=[O:24])[C@H:5]([OH:23])[CH2:6][C@H:7]([NH:22][C:52]([C:43]1[CH:42]=[C:41]([OH:40])[N:45]([C:46]2[CH:51]=[CH:50][CH:49]=[CH:48][N:47]=2)[N:44]=1)=[O:54])[CH2:8][C:9]1[CH:14]=[CH:13][C:12]([C:15]2[CH:20]=[CH:19][CH:18]=[C:17]([Cl:21])[CH:16]=2)=[CH:11][CH:10]=1)[C:2]1[CH:30]=[CH:31][CH:26]=[CH:27][CH:28]=1, predict the reactants needed to synthesize it. The reactants are: [CH2:1]([O:3][C:4](=[O:24])[C@H:5]([OH:23])[CH2:6][C@H:7]([NH2:22])[CH2:8][C:9]1[CH:14]=[CH:13][C:12]([C:15]2[CH:20]=[CH:19][CH:18]=[C:17]([Cl:21])[CH:16]=2)=[CH:11][CH:10]=1)[CH3:2].C(O)[C:26]1[CH:31]=[CH:30]C=[CH:28][CH:27]=1.Cl.O1CCOCC1.[OH:40][C:41]1[N:45]([C:46]2[CH:51]=[CH:50][CH:49]=[CH:48][N:47]=2)[N:44]=[C:43]([C:52]([OH:54])=O)[CH:42]=1.CN(C(ON1N=NC2C=CC=NC1=2)=[N+](C)C)C.F[P-](F)(F)(F)(F)F.CN(C=O)C.CCN(C(C)C)C(C)C. (2) Given the product [OH:1][C:2]1([C:16]2[S:17][CH:18]=[CH:19][N:20]=2)[CH2:3][CH2:4][N:5]([C:8]([O:10][C:11]([CH3:14])([CH3:13])[CH3:12])=[O:9])[CH2:6][CH2:7]1, predict the reactants needed to synthesize it. The reactants are: [O:1]=[C:2]1[CH2:7][CH2:6][N:5]([C:8]([O:10][C:11]([CH3:14])([CH3:13])[CH3:12])=[O:9])[CH2:4][CH2:3]1.Br[C:16]1[S:17][CH:18]=[CH:19][N:20]=1. (3) Given the product [OH:48][C@H:45]1[CH2:46][CH2:47][C@H:42]([C:34]2[CH:33]=[CH:32][C:31]([NH:30][C:2]3[C:7]([C:8]([F:9])([F:10])[F:11])=[CH:6][N:5]=[C:4]([NH:12][C:13]4[CH:14]=[CH:15][C:16]([CH2:21][P:22](=[O:29])([O:26][CH2:27][CH3:28])[O:23][CH2:24][CH3:25])=[N:17][C:18]=4[O:19][CH3:20])[N:3]=3)=[C:39]3[C:35]=2[CH2:36][N:37]([CH3:41])[C:38]3=[O:40])[CH2:43][CH2:44]1, predict the reactants needed to synthesize it. The reactants are: Cl[C:2]1[C:7]([C:8]([F:11])([F:10])[F:9])=[CH:6][N:5]=[C:4]([NH:12][C:13]2[CH:14]=[CH:15][C:16]([CH2:21][P:22](=[O:29])([O:26][CH2:27][CH3:28])[O:23][CH2:24][CH3:25])=[N:17][C:18]=2[O:19][CH3:20])[N:3]=1.[NH2:30][C:31]1[CH:32]=[CH:33][C:34]([C@H:42]2[CH2:47][CH2:46][C@H:45]([OH:48])[CH2:44][CH2:43]2)=[C:35]2[C:39]=1[C:38](=[O:40])[N:37]([CH3:41])[CH2:36]2. (4) Given the product [Cl:7][CH2:8][CH2:9][CH:10]([C:14]1[CH:19]=[C:18]([F:20])[C:17]([F:21])=[C:16]([F:22])[CH:15]=1)[C:11]([Cl:4])=[O:12], predict the reactants needed to synthesize it. The reactants are: C(Cl)(=O)C([Cl:4])=O.[Cl:7][CH2:8][CH2:9][CH:10]([C:14]1[CH:19]=[C:18]([F:20])[C:17]([F:21])=[C:16]([F:22])[CH:15]=1)[C:11](O)=[O:12]. (5) Given the product [OH:33][CH2:34][CH2:35][C:36]1[CH:41]=[CH:40][CH:39]=[CH:38][C:37]=1[C:2]1[CH:7]=[CH:6][N:5]=[CH:4][C:3]=1[N:8]([CH3:25])[C:9](=[O:24])[C:10]1[CH:15]=[C:14]([C:16]([F:19])([F:18])[F:17])[CH:13]=[C:12]([C:20]([F:23])([F:22])[F:21])[CH:11]=1, predict the reactants needed to synthesize it. The reactants are: I[C:2]1[CH:7]=[CH:6][N:5]=[CH:4][C:3]=1[N:8]([CH3:25])[C:9](=[O:24])[C:10]1[CH:15]=[C:14]([C:16]([F:19])([F:18])[F:17])[CH:13]=[C:12]([C:20]([F:23])([F:22])[F:21])[CH:11]=1.[Si]([O:33][CH2:34][CH2:35][C:36]1[CH:41]=[CH:40][CH:39]=[CH:38][C:37]=1B(O)O)(C(C)(C)C)(C)C.C([O-])([O-])=O.[Na+].[Na+].C1(P(C2C=CC=CC=2)C2C=CC=CC=2)C=CC=CC=1.Cl. (6) Given the product [OH:9][CH2:8][CH:6]1[CH2:7][C:4]([CH2:3][C:1]#[N:2])([N:12]2[CH:16]=[C:15]([C:17]3[C:18]4[CH:25]=[CH:24][N:23]([CH2:26][O:27][CH2:28][CH2:29][Si:30]([CH3:31])([CH3:33])[CH3:32])[C:19]=4[N:20]=[CH:21][N:22]=3)[CH:14]=[N:13]2)[CH2:5]1, predict the reactants needed to synthesize it. The reactants are: [C:1]([CH2:3][C:4]1([N:12]2[CH:16]=[C:15]([C:17]3[C:18]4[CH:25]=[CH:24][N:23]([CH2:26][O:27][CH2:28][CH2:29][Si:30]([CH3:33])([CH3:32])[CH3:31])[C:19]=4[N:20]=[CH:21][N:22]=3)[CH:14]=[N:13]2)[CH2:7][CH:6]([C:8](OC)=[O:9])[CH2:5]1)#[N:2].O1CCCC1.[BH4-].[Li+].